From a dataset of Reaction yield outcomes from USPTO patents with 853,638 reactions. Predict the reaction yield, written as a fraction of the theoretical maximum amount of product (1.0 means a 100% yield; for example, 0.34 means a 34% yield). (1) The reactants are [O:1]=[C:2]1[CH2:7][CH2:6][CH:5]([C:8]([O:10][CH2:11][CH3:12])=[O:9])[CH2:4][CH2:3]1.[CH2:13](O)[CH2:14][OH:15]. The catalyst is C1(C)C=CC=CC=1.O.O.C1(C)C=CC(S(O)(=O)=O)=CC=1. The product is [O:15]1[C:2]2([CH2:7][CH2:6][CH:5]([C:8]([O:10][CH2:11][CH3:12])=[O:9])[CH2:4][CH2:3]2)[O:1][CH2:13][CH2:14]1. The yield is 1.00. (2) The reactants are [CH3:1][O:2][C:3]([NH:5][C@H:6]([C:10]([N:12]1[C@@H:16]([CH3:17])[CH2:15][CH2:14][C@H:13]1[C:18]1[NH:22][C:21]2[C:23]3[C:28]([CH:29]=[CH:30][C:20]=2[N:19]=1)=[CH:27][C:26]1[C:31]2[C:36]([CH2:37][O:38][C:25]=1[CH:24]=3)=[CH:35][C:34]([C:39]1[NH:43][C:42]([C@@H:44]3[CH2:48][C@H:47]([CH2:49][O:50][CH3:51])[CH2:46][N:45]3[C:52]([O:54]C(C)(C)C)=O)=[N:41][CH:40]=1)=[CH:33][CH:32]=2)=[O:11])[CH:7]([CH3:9])[CH3:8])=[O:4].[CH3:59][O:60][C:61]([NH:63][C@H:64]([C:68]1[CH:73]=[CH:72][CH:71]=[CH:70][CH:69]=1)C(O)=O)=[O:62].CCOC(C(C#N)=NOC(N1CCOCC1)=[N+](C)C)=O.F[P-](F)(F)(F)(F)F.C(N(C(C)C)CC)(C)C. The catalyst is Cl.CCO. The product is [CH3:59][O:60][C:61]([NH:63][C@H:64]([C:68]1[CH:73]=[CH:72][CH:71]=[CH:70][CH:69]=1)[C:52]([N:45]1[CH2:46][C@@H:47]([CH2:49][O:50][CH3:51])[CH2:48][C@H:44]1[C:42]1[NH:43][C:39]([C:34]2[CH:35]=[C:36]3[CH2:37][O:38][C:25]4[CH:24]=[C:23]5[C:28]([CH:29]=[CH:30][C:20]6[N:19]=[C:18]([C@@H:13]7[CH2:14][CH2:15][C@H:16]([CH3:17])[N:12]7[C:10](=[O:11])[C@@H:6]([NH:5][C:3](=[O:4])[O:2][CH3:1])[CH:7]([CH3:9])[CH3:8])[NH:22][C:21]=65)=[CH:27][C:26]=4[C:31]3=[CH:32][CH:33]=2)=[CH:40][N:41]=1)=[O:54])=[O:62]. The yield is 0.390.